Regression. Given a peptide amino acid sequence and an MHC pseudo amino acid sequence, predict their binding affinity value. This is MHC class I binding data. From a dataset of Peptide-MHC class I binding affinity with 185,985 pairs from IEDB/IMGT. (1) The MHC is HLA-A01:01 with pseudo-sequence HLA-A01:01. The binding affinity (normalized) is 0.0120. The peptide sequence is FSQQPQQTFP. (2) The MHC is HLA-B44:02 with pseudo-sequence HLA-B44:02. The binding affinity (normalized) is 0.0847. The peptide sequence is RAPKVRLSL. (3) The peptide sequence is FVFTLTVPSER. The MHC is HLA-A11:01 with pseudo-sequence HLA-A11:01. The binding affinity (normalized) is 0.265.